From a dataset of Catalyst prediction with 721,799 reactions and 888 catalyst types from USPTO. Predict which catalyst facilitates the given reaction. (1) Reactant: [CH2:1]([C:3]1([CH2:13][C:14]([OH:21])([C:17]([F:20])([F:19])[F:18])[CH2:15][OH:16])[C:12]2[C:7](=[CH:8][CH:9]=[CH:10][CH:11]=2)[CH2:6][CH2:5][CH2:4]1)[CH3:2].C(N(CC)CC)C.[Cl-].[NH4+]. Product: [CH2:1]([C:3]1([CH2:13][C:14]([OH:21])([C:17]([F:19])([F:18])[F:20])[CH:15]=[O:16])[C:12]2[C:7](=[CH:8][CH:9]=[CH:10][CH:11]=2)[CH2:6][CH2:5][CH2:4]1)[CH3:2]. The catalyst class is: 764. (2) Reactant: [CH2:1]([N:3]1[C:7]2=[N:8][C:9]([CH2:32][CH3:33])=[C:10]([CH2:19][NH:20][C:21]([C:23]3[N:28]=[C:27]([C:29](O)=[O:30])[CH:26]=[CH:25][CH:24]=3)=[O:22])[C:11]([NH:12][CH:13]3[CH2:18][CH2:17][O:16][CH2:15][CH2:14]3)=[C:6]2[CH:5]=[N:4]1)[CH3:2].[Br:34][C:35]1[CH:36]=[C:37]([CH2:42][NH2:43])[CH:38]=[CH:39][C:40]=1[F:41].CN(C(ON1N=NC2C=CC=CC1=2)=[N+](C)C)C.F[P-](F)(F)(F)(F)F.CCN(CC)CC. Product: [Br:34][C:35]1[CH:36]=[C:37]([CH2:42][NH:43][C:29]([C:27]2[CH:26]=[CH:25][CH:24]=[C:23]([C:21]([NH:20][CH2:19][C:10]3[C:11]([NH:12][CH:13]4[CH2:18][CH2:17][O:16][CH2:15][CH2:14]4)=[C:6]4[CH:5]=[N:4][N:3]([CH2:1][CH3:2])[C:7]4=[N:8][C:9]=3[CH2:32][CH3:33])=[O:22])[N:28]=2)=[O:30])[CH:38]=[CH:39][C:40]=1[F:41]. The catalyst class is: 2. (3) Reactant: [OH:1][C@H:2]([CH3:6])[C:3](N)=O.F[B-](F)(F)F.C([O+](CC)CC)C.[NH2:19][C:20]1[C:21]([NH:29][C@H:30]2[CH2:35][CH2:34][C@H:33]([CH2:36][C:37]([O:39][CH2:40][CH3:41])=[O:38])[CH2:32][CH2:31]2)=[C:22]2[S:28][CH:27]=[CH:26][C:23]2=[N:24][CH:25]=1. Product: [CH2:40]([O:39][C:37](=[O:38])[CH2:36][C@H:33]1[CH2:32][CH2:31][C@H:30]([N:29]2[C:21]3=[C:22]4[S:28][CH:27]=[CH:26][C:23]4=[N:24][CH:25]=[C:20]3[N:19]=[C:3]2[C@H:2]([OH:1])[CH3:6])[CH2:35][CH2:34]1)[CH3:41]. The catalyst class is: 214. (4) Product: [N:11]1[CH:16]=[CH:15][CH:14]=[CH:13][C:12]=1[NH:17][CH2:18][C:19]1[CH:24]=[CH:23][C:22]([CH:25]=[O:26])=[CH:21][CH:20]=1. The catalyst class is: 2. Reactant: C(Cl)(=O)C(Cl)=O.CS(C)=O.[N:11]1[CH:16]=[CH:15][CH:14]=[CH:13][C:12]=1[NH:17][CH2:18][C:19]1[CH:24]=[CH:23][C:22]([CH2:25][OH:26])=[CH:21][CH:20]=1.CCN(CC)CC. (5) Reactant: [CH3:1][N:2]1[CH2:7][CH2:6][N:5]([C:8]2[CH:9]=[C:10]([CH2:21][C:22]#[N:23])[CH:11]=[C:12]([N:14]3[CH2:19][CH2:18][N:17]([CH3:20])[CH2:16][CH2:15]3)[CH:13]=2)[CH2:4][CH2:3]1.[CH2:24]([O:26]C=O)C.C[O-].[Na+]. Product: [CH3:1][N:2]1[CH2:3][CH2:4][N:5]([C:8]2[CH:9]=[C:10]([CH:21]([CH:24]=[O:26])[C:22]#[N:23])[CH:11]=[C:12]([N:14]3[CH2:15][CH2:16][N:17]([CH3:20])[CH2:18][CH2:19]3)[CH:13]=2)[CH2:6][CH2:7]1. The catalyst class is: 11. (6) Reactant: [O:1]1CCO[CH:2]1[C:6]1[CH:7]=[C:8]2[C:13](=[CH:14][CH:15]=1)[O:12][C:11]([CH3:17])([CH3:16])[CH2:10][C:9]2([CH2:19][CH2:20][CH2:21][O:22][CH3:23])O.O.C1(C)C=CC(S(O)(=O)=O)=CC=1. Product: [CH3:23][O:22][CH2:21][CH2:20][CH2:19][C:9]1[C:8]2[C:13](=[CH:14][CH:15]=[C:6]([CH:2]=[O:1])[CH:7]=2)[O:12][C:11]([CH3:17])([CH3:16])[CH:10]=1. The catalyst class is: 5. (7) The catalyst class is: 70. Reactant: Br[C:2]1[CH:7]=[CH:6][N:5]2[C:8](=[O:15])[N:9]([CH2:11][CH:12]([CH3:14])[CH3:13])[N:10]=[C:4]2[C:3]=1I.[CH3:17][C:18]1[CH:23]=[CH:22][C:21](B(O)O)=[CH:20][CH:19]=1.C([O-])([O-])=O.[K+].[K+]. Product: [CH3:17][C:18]1[CH:23]=[CH:22][C:21]([C:2]2[CH:7]=[CH:6][N:5]3[C:8](=[O:15])[N:9]([CH2:11][CH:12]([CH3:14])[CH3:13])[N:10]=[C:4]3[C:3]=2[C:21]2[CH:22]=[CH:23][C:18]([CH3:17])=[CH:19][CH:20]=2)=[CH:20][CH:19]=1. (8) Reactant: [Br:1][C:2]1[CH:3]=[CH:4][C:5](=[O:8])[NH:6][CH:7]=1.C([O-])([O-])=O.[K+].[K+].Br[CH2:16][C:17]([O:19][CH2:20][CH3:21])=[O:18]. Product: [Br:1][C:2]1[CH:3]=[CH:4][C:5](=[O:8])[N:6]([CH2:16][C:17]([O:19][CH2:20][CH3:21])=[O:18])[CH:7]=1. The catalyst class is: 3. (9) Reactant: [F:1][C:2]1[CH:21]=[CH:20][C:5]([CH2:6][C:7]2[CH:15]=[C:14]3[C:10]([C:11]([CH3:17])([CH3:16])[CH2:12][NH:13]3)=[CH:9][C:8]=2[C:18]#[N:19])=[CH:4][CH:3]=1.N1C=CC=CC=1.[Cl:28][CH2:29][C:30](Cl)=[O:31].O. Product: [Cl:28][CH2:29][C:30]([N:13]1[C:14]2[C:10](=[CH:9][C:8]([C:18]#[N:19])=[C:7]([CH2:6][C:5]3[CH:20]=[CH:21][C:2]([F:1])=[CH:3][CH:4]=3)[CH:15]=2)[C:11]([CH3:17])([CH3:16])[CH2:12]1)=[O:31]. The catalyst class is: 27. (10) Reactant: [CH:1]([C:3]1[C:8]([CH3:9])=[CH:7][C:6]([NH:10][C:11]([CH2:13][CH2:14][N:15]2[CH2:20][CH2:19][CH:18]([O:21][C:22](=[O:36])[NH:23][C:24]3[CH:29]=[CH:28][CH:27]=[CH:26][C:25]=3[C:30]3[CH:35]=[CH:34][CH:33]=[CH:32][CH:31]=3)[CH2:17][CH2:16]2)=[O:12])=[C:5]([CH3:37])[CH:4]=1)=O.C(O)(=O)C.[NH2:42][CH2:43][C@@H:44]([C:53]1[CH:54]=[CH:55][C:56]([OH:62])=[C:57]([NH:59][CH:60]=[O:61])[CH:58]=1)[O:45][Si:46]([C:49]([CH3:52])([CH3:51])[CH3:50])([CH3:48])[CH3:47].CO. Product: [Si:46]([O:45][C@H:44]([C:53]1[CH:54]=[CH:55][C:56]([OH:62])=[C:57]([NH:59][CH:60]=[O:61])[CH:58]=1)[CH2:43][N:42]=[CH:1][C:3]1[C:8]([CH3:9])=[CH:7][C:6]([NH:10][C:11]([CH2:13][CH2:14][N:15]2[CH2:20][CH2:19][CH:18]([O:21][C:22](=[O:36])[NH:23][C:24]3[CH:29]=[CH:28][CH:27]=[CH:26][C:25]=3[C:30]3[CH:35]=[CH:34][CH:33]=[CH:32][CH:31]=3)[CH2:17][CH2:16]2)=[O:12])=[C:5]([CH3:37])[CH:4]=1)([C:49]([CH3:52])([CH3:51])[CH3:50])([CH3:48])[CH3:47]. The catalyst class is: 11.